Dataset: Reaction yield outcomes from USPTO patents with 853,638 reactions. Task: Predict the reaction yield, written as a fraction of the theoretical maximum amount of product (1.0 means a 100% yield; for example, 0.34 means a 34% yield). (1) The reactants are [OH:1][C:2]1[CH:10]=[CH:9][CH:8]=[C:7]2[C:3]=1[CH:4]=[C:5]([CH3:11])[NH:6]2.[H-].[Na+].[CH2:14](Br)[C:15]1[CH:20]=[CH:19][CH:18]=[CH:17][CH:16]=1. The catalyst is CN(C=O)C.C(OCC)(=O)C. The product is [CH2:14]([N:6]1[C:7]2[C:3](=[C:2]([O:1][CH2:4][C:3]3[CH:7]=[CH:8][CH:9]=[CH:10][CH:2]=3)[CH:10]=[CH:9][CH:8]=2)[CH:4]=[C:5]1[CH3:11])[C:15]1[CH:20]=[CH:19][CH:18]=[CH:17][CH:16]=1. The yield is 0.720. (2) The reactants are [OH:1][C:2]1[CH:3]=[C:4]2[C:8](=[CH:9][CH:10]=1)[N:7]([CH:11]1[CH2:16][CH2:15][N:14]([C:17]([O:19][C:20]([CH3:23])([CH3:22])[CH3:21])=[O:18])[CH2:13][CH2:12]1)[N:6]=[CH:5]2.[H-].[Na+].Br[CH2:27][C:28]([O:30][CH2:31][CH3:32])=[O:29].O. The catalyst is CN(C=O)C. The product is [CH2:31]([O:30][C:28](=[O:29])[CH2:27][O:1][C:2]1[CH:3]=[C:4]2[C:8](=[CH:9][CH:10]=1)[N:7]([CH:11]1[CH2:16][CH2:15][N:14]([C:17]([O:19][C:20]([CH3:23])([CH3:22])[CH3:21])=[O:18])[CH2:13][CH2:12]1)[N:6]=[CH:5]2)[CH3:32]. The yield is 0.650. (3) The reactants are C[Si]([N-][Si](C)(C)C)(C)C.[Na+].C(OC([N:18]1[C:22]([NH2:23])=[CH:21][C:20]([CH2:24][CH2:25][C:26]2[CH:31]=[C:30]([O:32][CH3:33])[CH:29]=[C:28]([O:34][CH3:35])[CH:27]=2)=[N:19]1)=O)(C)(C)C.[NH2:36][CH:37]([CH3:49])[CH2:38][C:39]1[CH:48]=[CH:47][C:42]([C:43](OC)=[O:44])=[CH:41][CH:40]=1. The catalyst is C1COCC1. The product is [NH2:36][CH:37]([CH3:49])[CH2:38][C:39]1[CH:48]=[CH:47][C:42]([C:43]([NH:23][C:22]2[CH:21]=[C:20]([CH2:24][CH2:25][C:26]3[CH:27]=[C:28]([O:34][CH3:35])[CH:29]=[C:30]([O:32][CH3:33])[CH:31]=3)[NH:19][N:18]=2)=[O:44])=[CH:41][CH:40]=1. The yield is 0.0400. (4) The reactants are Cl[CH2:2][CH2:3][CH2:4][N:5]1[CH2:10][CH2:9][S:8][C:7]2[CH:11]=[C:12]([N+:15]([O-:17])=[O:16])[CH:13]=[CH:14][C:6]1=2.[CH3:18][NH:19][CH3:20].[I-].[K+].C(=O)([O-])[O-].[K+].[K+]. The catalyst is C(#N)C.O. The product is [CH3:18][N:19]([CH3:20])[CH2:2][CH2:3][CH2:4][N:5]1[CH2:10][CH2:9][S:8][C:7]2[CH:11]=[C:12]([N+:15]([O-:17])=[O:16])[CH:13]=[CH:14][C:6]1=2. The yield is 0.420. (5) The reactants are [C:1]([O:5][CH2:6][CH2:7][C:8]([OH:10])=O)([CH3:4])([CH3:3])[CH3:2].CN1CCOCC1.ClC(OCC(C)C)=O.[NH2:26]/[C:27](=[N:58]\[OH:59])/[C@H:28]([NH:35][C:36]([CH:38]1[N:42]([S:43]([C:46]2[CH:51]=[CH:50][C:49]([C:52]3[CH:57]=[CH:56][CH:55]=[CH:54][CH:53]=3)=[CH:48][CH:47]=2)(=[O:45])=[O:44])[CH2:41][CH2:40][S:39]1)=[O:37])[C:29]1[CH:34]=[CH:33][CH:32]=[CH:31][CH:30]=1. The catalyst is C1COCC1. The product is [C:49]1([C:52]2[CH:57]=[CH:56][CH:55]=[CH:54][CH:53]=2)[CH:50]=[CH:51][C:46]([S:43]([N:42]2[CH2:41][CH2:40][S:39][CH:38]2[C:36]([NH:35][CH:28]([C:29]2[CH:34]=[CH:33][CH:32]=[CH:31][CH:30]=2)/[C:27](/[NH:26][C:8](=[O:10])[CH2:7][CH2:6][O:5][C:1]([CH3:2])([CH3:3])[CH3:4])=[N:58]\[OH:59])=[O:37])(=[O:45])=[O:44])=[CH:47][CH:48]=1. The yield is 0.860. (6) The reactants are C(O[C:6]([N:8]1[CH:13]([C:14]2[NH:15][C:16]([C:19]3[CH:24]=[CH:23][C:22]([Br:25])=[CH:21][CH:20]=3)=[CH:17][N:18]=2)[CH:12]2[CH2:26][CH:9]1[CH2:10][CH2:11]2)=[O:7])(C)(C)C.Cl.[CH3:28][O:29][C:30]([NH:32][CH:33]([CH:37]([CH3:39])[CH3:38])C(O)=O)=[O:31].CN(C(ON1N=NC2C=CC=NC1=2)=[N+](C)C)C.F[P-](F)(F)(F)(F)F.C(N(CC)C(C)C)(C)C. The catalyst is CO.O1CCOCC1. The product is [CH3:28][O:29][C:30](=[O:31])[NH:32][CH:33]([C:6]([N:8]1[CH:13]([C:14]2[NH:15][C:16]([C:19]3[CH:24]=[CH:23][C:22]([Br:25])=[CH:21][CH:20]=3)=[CH:17][N:18]=2)[CH:12]2[CH2:26][CH:9]1[CH2:10][CH2:11]2)=[O:7])[CH:37]([CH3:39])[CH3:38]. The yield is 0.890. (7) The reactants are [NH2:1][CH2:2][CH:3]([OH:15])[CH2:4][CH2:5][O:6][C:7]1[CH:14]=[CH:13][C:10]([C:11]#[N:12])=[CH:9][CH:8]=1.O.[C:17](O[C:17]([O:19][C:20]([CH3:23])([CH3:22])[CH3:21])=[O:18])([O:19][C:20]([CH3:23])([CH3:22])[CH3:21])=[O:18]. The catalyst is C1COCC1. The product is [C:11]([C:10]1[CH:13]=[CH:14][C:7]([O:6][CH2:5][CH2:4][CH:3]([OH:15])[CH2:2][NH:1][C:17](=[O:18])[O:19][C:20]([CH3:23])([CH3:22])[CH3:21])=[CH:8][CH:9]=1)#[N:12]. The yield is 1.00.